Task: Predict the product of the given reaction.. Dataset: Forward reaction prediction with 1.9M reactions from USPTO patents (1976-2016) (1) The product is: [Br:51][C:18]1[CH:19]=[C:20]2[C:15](=[CH:16][CH:17]=1)[C:14](=[O:22])[NH:13][C:12](=[O:23])/[C:11]/2=[CH:10]\[NH:9][CH2:8][C:6]1[CH:5]=[CH:4][C:3]([NH:24][C:25](=[O:32])[CH:26]=[CH2:27])=[C:2]([OH:1])[CH:7]=1. Given the reactants [OH:1][C:2]1[CH:7]=[C:6]([CH2:8][NH:9]/[CH:10]=[C:11]2\[C:12](=[O:23])[NH:13][C:14](=[O:22])[C:15]3[C:20]\2=[CH:19][C:18](I)=[CH:17][CH:16]=3)[CH:5]=[CH:4][C:3]=1[NH:24][C:25](=[O:32])[C:26]1C=CC=C[CH:27]=1.NC1C=CC(CN/C=C2\C(=O)NC(=O)C3C\2=CC([Br:51])=CC=3)=CC=1O[Si](C(C)C)(C(C)C)C(C)C.C(Cl)(=O)C=C, predict the reaction product. (2) Given the reactants C([C@@H:4]1[CH2:7][C@H:6]([N:8]2[C:13](=[O:14])[C:12]([CH2:15][C:16]3[CH:21]=[CH:20][C:19]([C:22]4[C:23]([C:28]#[N:29])=[CH:24][CH:25]=[CH:26][CH:27]=4)=[CH:18][CH:17]=3)=[C:11]([CH2:30][CH2:31][CH3:32])[N:10]3[N:33]=[CH:34][N:35]=[C:9]23)[CH2:5]1)(=O)C.O.OO.FC(F)(F)C(OC(=O)C(F)(F)F)=[O:42].C(=O)([O-])O.[Na+].S([O-])([O-])(=O)=S.[Na+].[Na+], predict the reaction product. The product is: [OH:42][C@@H:4]1[CH2:5][C@H:6]([N:8]2[C:13](=[O:14])[C:12]([CH2:15][C:16]3[CH:17]=[CH:18][C:19]([C:22]4[C:23]([C:28]#[N:29])=[CH:24][CH:25]=[CH:26][CH:27]=4)=[CH:20][CH:21]=3)=[C:11]([CH2:30][CH2:31][CH3:32])[N:10]3[N:33]=[CH:34][N:35]=[C:9]23)[CH2:7]1. (3) Given the reactants Cl[CH2:2][C:3]1[CH:4]=[C:5]([CH:40]=[CH:41][CH:42]=1)[C:6]([NH:8][C:9]1[CH:14]=[CH:13][C:12]([N:15]([CH2:18][CH3:19])[CH2:16][CH3:17])=[CH:11][C:10]=1[C:20]1[CH:21]=[C:22]([CH:37]=[CH:38][N:39]=1)[C:23]([NH:25][CH2:26][C:27]1[CH:32]=[CH:31][CH:30]=[C:29]([C:33]([F:36])([F:35])[F:34])[CH:28]=1)=[O:24])=[O:7].C(=O)([S:45][CH2:46][CH2:47][O:48][CH2:49][CH2:50][O:51][CH2:52][CH2:53][O:54][CH2:55][CH2:56][O:57][CH2:58][CH2:59][O:60][CH2:61][CH2:62][O:63][CH2:64][CH2:65][O:66][CH2:67][CH2:68][O:69][CH3:70])C.C[O-].[Na+].CO.[C:77]([OH:83])([C:79]([F:82])([F:81])[F:80])=[O:78], predict the reaction product. The product is: [C:77]([OH:83])([C:79]([F:82])([F:81])[F:80])=[O:78].[CH3:70][O:69][CH2:68][CH2:67][O:66][CH2:65][CH2:64][O:63][CH2:62][CH2:61][O:60][CH2:59][CH2:58][O:57][CH2:56][CH2:55][O:54][CH2:53][CH2:52][O:51][CH2:50][CH2:49][O:48][CH2:47][CH2:46][S:45][CH2:2][C:3]1[CH:4]=[C:5]([CH:40]=[CH:41][CH:42]=1)[C:6]([NH:8][C:9]1[CH:14]=[CH:13][C:12]([N:15]([CH2:18][CH3:19])[CH2:16][CH3:17])=[CH:11][C:10]=1[C:20]1[CH:21]=[C:22]([CH:37]=[CH:38][N:39]=1)[C:23]([NH:25][CH2:26][C:27]1[CH:32]=[CH:31][CH:30]=[C:29]([C:33]([F:36])([F:35])[F:34])[CH:28]=1)=[O:24])=[O:7]. (4) Given the reactants [CH3:1][O:2][C:3]([C:5]1[CH:14]=[C:13]([OH:15])[C:12]2[C:7](=[CH:8][C:9]([Cl:17])=[CH:10][C:11]=2[Cl:16])[CH:6]=1)=[O:4].C([O-])([O-])=O.[K+].[K+].Br[CH2:25][C:26]([C:28]1[CH:33]=[CH:32][C:31]([O:34][CH3:35])=[CH:30][CH:29]=1)=[O:27], predict the reaction product. The product is: [CH3:1][O:2][C:3]([C:5]1[CH:14]=[C:13]([O:15][CH2:25][C:26]([C:28]2[CH:33]=[CH:32][C:31]([O:34][CH3:35])=[CH:30][CH:29]=2)=[O:27])[C:12]2[C:7](=[CH:8][C:9]([Cl:17])=[CH:10][C:11]=2[Cl:16])[CH:6]=1)=[O:4]. (5) Given the reactants Cl[C:2]1[C:12]2[CH:11]=[C:10]([C:13]([O:15][CH3:16])=[O:14])[CH2:9][CH2:8][NH:7][C:6]=2[N:5]=[CH:4][N:3]=1.[Cl:17][C:18]1[CH:19]=[C:20]([NH2:36])[CH:21]=[N:22][C:23]=1[O:24][C:25]1[CH:30]=[CH:29][CH:28]=[C:27]([O:31][C:32]([F:35])([F:34])[F:33])[CH:26]=1.Cl.N1C=CC=CC=1.C(=O)(O)[O-].[Na+], predict the reaction product. The product is: [Cl:17][C:18]1[CH:19]=[C:20]([NH:36][C:2]2[C:12]3[CH:11]=[C:10]([C:13]([O:15][CH3:16])=[O:14])[CH2:9][CH2:8][NH:7][C:6]=3[N:5]=[CH:4][N:3]=2)[CH:21]=[N:22][C:23]=1[O:24][C:25]1[CH:30]=[CH:29][CH:28]=[C:27]([O:31][C:32]([F:33])([F:34])[F:35])[CH:26]=1.